Task: Binary Classification. Given a T-cell receptor sequence (or CDR3 region) and an epitope sequence, predict whether binding occurs between them.. Dataset: TCR-epitope binding with 47,182 pairs between 192 epitopes and 23,139 TCRs (1) The epitope is FQPTNGVGY. The TCR CDR3 sequence is CASSLGQGAVNEKLFF. Result: 0 (the TCR does not bind to the epitope). (2) The epitope is KTWGQYWQV. The TCR CDR3 sequence is CASSLAVRNNEQFF. Result: 0 (the TCR does not bind to the epitope). (3) The TCR CDR3 sequence is CASSLGQGLLYGYTF. The epitope is GTSGSPIINR. Result: 1 (the TCR binds to the epitope).